From a dataset of HIV replication inhibition screening data with 41,000+ compounds from the AIDS Antiviral Screen. Binary Classification. Given a drug SMILES string, predict its activity (active/inactive) in a high-throughput screening assay against a specified biological target. (1) The drug is O=c1nc(Oc2ccccc2)nc2cnccn12. The result is 0 (inactive). (2) The molecule is COC(=O)C1(Cc2ccc3c(c2)CCC3)Cc2ccccc2C1. The result is 0 (inactive). (3) The compound is C[N+]12CN3CN(C1)S(=O)(=O)N(C3)C2. The result is 0 (inactive). (4) The molecule is O=C(NNc1nc(-c2ccccc2)cs1)Nc1ccccc1. The result is 0 (inactive). (5) The molecule is CC(CC(=O)N(C)C(CC(C)C(Cl)(Cl)Cl)c1nccs1)C(Cl)(Cl)Cl. The result is 0 (inactive). (6) The compound is CN1COCN=C1NC#N. The result is 0 (inactive). (7) The drug is COc1cc(Br)c(C=Nc2cccc3ccc(OS(=O)(=O)c4cccc([N+](=O)[O-])c4)cc23)cc1OC. The result is 0 (inactive).